This data is from Full USPTO retrosynthesis dataset with 1.9M reactions from patents (1976-2016). The task is: Predict the reactants needed to synthesize the given product. (1) Given the product [F:35][C:23]1[CH:22]=[C:21]([NH:20][C:18]2[N:17]=[CH:16][N:15]=[C:14]3[NH:13][N:12]=[C:11]([O:10][CH2:9][CH2:8][N:40]4[CH2:41][CH2:42][N:37]([CH3:36])[CH2:38][CH2:39]4)[C:19]=23)[CH:26]=[CH:25][C:24]=1[O:27][C:28]1[CH:29]=[N:30][C:31]([CH3:34])=[CH:32][CH:33]=1, predict the reactants needed to synthesize it. The reactants are: [I-].[K+].CS(O[CH2:8][CH2:9][O:10][C:11]1[C:19]2[C:14](=[N:15][CH:16]=[N:17][C:18]=2[NH:20][C:21]2[CH:26]=[CH:25][C:24]([O:27][C:28]3[CH:29]=[N:30][C:31]([CH3:34])=[CH:32][CH:33]=3)=[C:23]([F:35])[CH:22]=2)[NH:13][N:12]=1)(=O)=O.[CH3:36][N:37]1[CH2:42][CH2:41][NH:40][CH2:39][CH2:38]1. (2) Given the product [CH3:11][S:12][C:13]1[CH:18]=[C:17]([C:1]#[N:2])[N:16]=[C:15]([C:20]2[CH:25]=[CH:24][CH:23]=[CH:22][N:21]=2)[CH:14]=1, predict the reactants needed to synthesize it. The reactants are: [C:1](P(=O)(OCC)OCC)#[N:2].[CH3:11][S:12][C:13]1[CH:14]=[C:15]([C:20]2[CH:25]=[CH:24][CH:23]=[CH:22][N:21]=2)[N+:16]([O-])=[CH:17][CH:18]=1.C(N(CC)CC)C. (3) Given the product [Cl:10][C:11]1[CH:12]=[CH:13][C:14]([C:17]2[CH:22]=[CH:21][C:20]([CH2:23][NH:24][C:25](=[O:28])[C:26]#[C:27][C:2]3[CH:9]=[CH:8][C:5]([CH2:6][OH:7])=[CH:4][CH:3]=3)=[CH:19][CH:18]=2)=[CH:15][CH:16]=1, predict the reactants needed to synthesize it. The reactants are: I[C:2]1[CH:9]=[CH:8][C:5]([CH2:6][OH:7])=[CH:4][CH:3]=1.[Cl:10][C:11]1[CH:16]=[CH:15][C:14]([C:17]2[CH:22]=[CH:21][C:20]([CH2:23][NH:24][C:25](=[O:28])[C:26]#[CH:27])=[CH:19][CH:18]=2)=[CH:13][CH:12]=1.ClCCl.CO.N. (4) Given the product [CH3:9][N:8]([CH3:10])[CH2:7][CH2:6][O:5][C:4]1[CH:11]=[CH:12][C:13]([NH2:15])=[CH:14][C:3]=1[O:2][CH3:1], predict the reactants needed to synthesize it. The reactants are: [CH3:1][O:2][C:3]1[CH:14]=[C:13]([N+:15]([O-])=O)[CH:12]=[CH:11][C:4]=1[O:5][CH2:6][CH2:7][N:8]([CH3:10])[CH3:9]. (5) Given the product [F:31][C:28]1[CH:29]=[CH:30][C:25]([N:8]2[CH2:9][CH2:10][C:11]3[C:16](=[CH:15][CH:14]=[C:13]([O:17][CH2:18][C:19]4[CH:20]=[CH:21][CH:22]=[CH:23][CH:24]=4)[CH:12]=3)[CH:7]2[CH2:6][C:5]2[CH:32]=[CH:33][C:2](/[CH:36]=[CH:35]/[C:34]([O:38][CH2:39][CH3:40])=[O:37])=[CH:3][CH:4]=2)=[CH:26][CH:27]=1, predict the reactants needed to synthesize it. The reactants are: Br[C:2]1[CH:33]=[CH:32][C:5]([CH2:6][CH:7]2[C:16]3[C:11](=[CH:12][C:13]([O:17][CH2:18][C:19]4[CH:24]=[CH:23][CH:22]=[CH:21][CH:20]=4)=[CH:14][CH:15]=3)[CH2:10][CH2:9][N:8]2[C:25]2[CH:30]=[CH:29][C:28]([F:31])=[CH:27][CH:26]=2)=[CH:4][CH:3]=1.[C:34]([O:38][CH2:39][CH3:40])(=[O:37])[CH:35]=[CH2:36]. (6) The reactants are: [CH2:1]([O:3][C:4](=O)[C:5]1[CH:10]=[C:9](Br)[CH:8]=[CH:7][C:6]=1[O:12][C:13]([F:16])([F:15])[F:14])C.O.[NH2:19][NH2:20].COC(OC)OC.[F:28][C:29]([F:43])([F:42])[C:30]1[N:34]2[CH:35]=[C:36](B(O)O)[CH:37]=[CH:38][C:33]2=[N:32][N:31]=1. Given the product [F:14][C:13]([F:16])([F:15])[O:12][C:6]1[CH:7]=[CH:8][C:9]([C:36]2[CH:37]=[CH:38][C:33]3[N:34]([C:30]([C:29]([F:43])([F:42])[F:28])=[N:31][N:32]=3)[CH:35]=2)=[CH:10][C:5]=1[C:4]1[O:3][CH:1]=[N:19][N:20]=1, predict the reactants needed to synthesize it. (7) Given the product [Cl:1][C:2]1[CH:11]=[CH:10][C:9]([CH2:12][N:13]([CH2:14][CH3:15])[CH2:16][CH3:17])=[CH:8][C:3]=1[CH2:4][OH:5], predict the reactants needed to synthesize it. The reactants are: [Cl:1][C:2]1[CH:11]=[CH:10][C:9]([CH2:12][N:13]([CH2:16][CH3:17])[CH2:14][CH3:15])=[CH:8][C:3]=1[C:4](OC)=[O:5].[H-].C([Al+]CC(C)C)C(C)C.[C@H](O)(C([O-])=O)[C@@H](O)C([O-])=O.[Na+].[K+].ClCCl. (8) The reactants are: [C:1]([NH:11][C@H:12]([C:15]([OH:17])=[O:16])[CH2:13]Cl)([O:3][CH2:4][C:5]1[CH:10]=[CH:9][CH:8]=[CH:7][CH:6]=1)=[O:2].C(=O)([O-])O.[Na+].[C:23]1([SH:29])[CH:28]=[CH:27][CH:26]=[CH:25][CH:24]=1.Cl. Given the product [C:1]([NH:11][C@H:12]([C:15]([OH:17])=[O:16])[CH2:13][S:29][C:23]1[CH:28]=[CH:27][CH:26]=[CH:25][CH:24]=1)([O:3][CH2:4][C:5]1[CH:10]=[CH:9][CH:8]=[CH:7][CH:6]=1)=[O:2], predict the reactants needed to synthesize it. (9) Given the product [ClH:21].[CH3:1][NH:2][C:10]1([CH2:13][O:14][C:15]2[CH:16]=[N:17][CH:18]=[CH:19][CH:20]=2)[CH2:12][CH2:11]1, predict the reactants needed to synthesize it. The reactants are: [CH3:1][N:2]([C:10]1([CH2:13][O:14][C:15]2[CH:16]=[N:17][CH:18]=[CH:19][CH:20]=2)[CH2:12][CH2:11]1)C(=O)OC(C)(C)C.[ClH:21].